From a dataset of NCI-60 drug combinations with 297,098 pairs across 59 cell lines. Regression. Given two drug SMILES strings and cell line genomic features, predict the synergy score measuring deviation from expected non-interaction effect. (1) Drug 1: CC1=C(C=C(C=C1)NC2=NC=CC(=N2)N(C)C3=CC4=NN(C(=C4C=C3)C)C)S(=O)(=O)N.Cl. Drug 2: C1=CC=C(C=C1)NC(=O)CCCCCCC(=O)NO. Cell line: OVCAR-8. Synergy scores: CSS=28.8, Synergy_ZIP=-3.38, Synergy_Bliss=-0.404, Synergy_Loewe=-26.6, Synergy_HSA=0.0352. (2) Drug 1: CC1=CC2C(CCC3(C2CCC3(C(=O)C)OC(=O)C)C)C4(C1=CC(=O)CC4)C. Drug 2: C1=CC(=CC=C1CCCC(=O)O)N(CCCl)CCCl. Cell line: SF-295. Synergy scores: CSS=35.6, Synergy_ZIP=-1.38, Synergy_Bliss=-8.87, Synergy_Loewe=-18.2, Synergy_HSA=-11.0.